Task: Predict the reaction yield, written as a fraction of the theoretical maximum amount of product (1.0 means a 100% yield; for example, 0.34 means a 34% yield).. Dataset: Reaction yield outcomes from USPTO patents with 853,638 reactions (1) The reactants are [CH2:1]([CH:3]([C:6]1[C:11]2[N:12]([CH2:16][CH2:17][CH2:18][C:19]([O:21][CH2:22][CH3:23])=[O:20])[C:13](=[O:15])[NH:14][C:10]=2[CH:9]=[CH:8][CH:7]=1)[CH2:4][CH3:5])[CH3:2].N(C(C)(C)C#N)=NC(C)(C)C#N.[Cl:36]N1C(=O)CCC1=O. The catalyst is ClC1C=CC=CC=1. The product is [Cl:36][C:9]1[C:10]2[NH:14][C:13](=[O:15])[N:12]([CH2:16][CH2:17][CH2:18][C:19]([O:21][CH2:22][CH3:23])=[O:20])[C:11]=2[C:6]([CH:3]([CH2:4][CH3:5])[CH2:1][CH3:2])=[CH:7][CH:8]=1. The yield is 0.610. (2) The reactants are [NH2:1][C@@H:2]1[CH2:7][CH2:6][CH2:5][CH2:4][C@@H:3]1[NH2:8].[I:9][C:10]1[CH:15]=[CH:14][C:13]([S:16](O)(=[O:18])=[O:17])=[CH:12][CH:11]=1. The catalyst is C(Cl)Cl. The product is [NH2:1][C@H:2]1[CH2:7][CH2:6][CH2:5][CH2:4][C@H:3]1[NH:8][S:16]([C:13]1[CH:14]=[CH:15][C:10]([I:9])=[CH:11][CH:12]=1)(=[O:18])=[O:17]. The yield is 0.350. (3) The reactants are FC(F)(F)C([N:5]([C@@H:13]1[CH2:15][C@H:14]1[C:16]1[CH:21]=[CH:20][CH:19]=[CH:18][CH:17]=1)[CH2:6][CH:7]1[CH2:12][CH2:11][NH:10][CH2:9][CH2:8]1)=O.[N:24]([C:27]1[CH:32]=[CH:31][CH:30]=[CH:29][CH:28]=1)=[C:25]=[O:26].[NH4+].[Cl-]. The catalyst is C(Cl)(Cl)Cl. The product is [C:27]1([NH:24][C:25]([N:10]2[CH2:9][CH2:8][CH:7]([CH2:6][NH:5][C@@H:13]3[CH2:15][C@H:14]3[C:16]3[CH:17]=[CH:18][CH:19]=[CH:20][CH:21]=3)[CH2:12][CH2:11]2)=[O:26])[CH:32]=[CH:31][CH:30]=[CH:29][CH:28]=1. The yield is 0.800. (4) The reactants are [NH2:1][C:2]1[N:7]=[CH:6][N:5]=[C:4]2[N:8]([CH:12]([C:14]3[O:15][C:16]4[C:21]([C:22](=[O:31])[C:23]=3[C:24]3[CH:29]=[CH:28][CH:27]=[C:26]([F:30])[CH:25]=3)=[CH:20][CH:19]=[CH:18][CH:17]=4)[CH3:13])[N:9]=[C:10](I)[C:3]=12.C([N:39]1[CH:43]=[C:42](B2OC(C)(C)C(C)(C)O2)[CH:41]=[N:40]1)(OC(C)(C)C)=O.C(=O)([O-])[O-].[Na+].[Na+].ClCCl. The catalyst is CN(C=O)C.C(O)C.O. The product is [NH2:1][C:2]1[N:7]=[CH:6][N:5]=[C:4]2[N:8]([CH:12]([C:14]3[O:15][C:16]4[C:21]([C:22](=[O:31])[C:23]=3[C:24]3[CH:29]=[CH:28][CH:27]=[C:26]([F:30])[CH:25]=3)=[CH:20][CH:19]=[CH:18][CH:17]=4)[CH3:13])[N:9]=[C:10]([C:42]3[CH:43]=[N:39][NH:40][CH:41]=3)[C:3]=12. The yield is 0.110. (5) The reactants are [C:1]([C:5]1[CH:9]=[C:8]([NH:10][C:11]([NH:13][C:14]2[CH:19]=[CH:18][C:17]([O:20][C:21]3[CH:26]=[CH:25][N:24]=[C:23]([C:27](=[O:30])[NH:28][CH3:29])[CH:22]=3)=[CH:16][C:15]=2[F:31])=[O:12])[N:7]([C:32]2[CH:33]=[C:34]3[C:39](=[CH:40][CH:41]=2)[CH2:38][N:37](C(OCC2C=CC=CC=2)=O)[CH2:36][CH2:35]3)[N:6]=1)([CH3:4])([CH3:3])[CH3:2].C(O)=O. The catalyst is CO.[Pd]. The product is [C:1]([C:5]1[CH:9]=[C:8]([NH:10][C:11]([NH:13][C:14]2[CH:19]=[CH:18][C:17]([O:20][C:21]3[CH:26]=[CH:25][N:24]=[C:23]([C:27](=[O:30])[NH:28][CH3:29])[CH:22]=3)=[CH:16][C:15]=2[F:31])=[O:12])[N:7]([C:32]2[CH:33]=[C:34]3[C:39](=[CH:40][CH:41]=2)[CH2:38][NH:37][CH2:36][CH2:35]3)[N:6]=1)([CH3:4])([CH3:2])[CH3:3]. The yield is 0.560.